Dataset: Full USPTO retrosynthesis dataset with 1.9M reactions from patents (1976-2016). Task: Predict the reactants needed to synthesize the given product. Given the product [CH3:18][Si:17]([C:15]#[C:16][C:2]1[CH:14]=[CH:13][C:5]([CH2:6][N:7]2[CH2:12][CH2:11][O:10][CH2:9][CH2:8]2)=[CH:4][CH:3]=1)([CH3:20])[CH3:19], predict the reactants needed to synthesize it. The reactants are: Br[C:2]1[CH:14]=[CH:13][C:5]([CH2:6][N:7]2[CH2:12][CH2:11][O:10][CH2:9][CH2:8]2)=[CH:4][CH:3]=1.[C:15]([Si:17]([CH3:20])([CH3:19])[CH3:18])#[CH:16].C1C=CC(P(C2C=CC=CC=2)C2C=CC=CC=2)=CC=1.C(NCCC)CC.